From a dataset of Reaction yield outcomes from USPTO patents with 853,638 reactions. Predict the reaction yield, written as a fraction of the theoretical maximum amount of product (1.0 means a 100% yield; for example, 0.34 means a 34% yield). (1) The reactants are O.O.[C:3]1([CH3:12])[CH:8]=[CH:7][C:6]([S:9]([O-:11])=[O:10])=[CH:5][CH:4]=1.[Na+].Cl[CH2:15][C:16](=[O:18])[CH3:17].O.C1C=CC=CC=1.CC(C)=O. The catalyst is C(OCC)(=O)C.CCCCCCC. The product is [C:3]1([CH3:12])[CH:8]=[CH:7][C:6]([S:9]([CH2:15][C:16](=[O:18])[CH3:17])(=[O:11])=[O:10])=[CH:5][CH:4]=1. The yield is 0.950. (2) The yield is 1.00. The reactants are [C:1]([O:4][C@H:5]1[CH2:9][C@H:8]([N:10]2[C:14]3[N:15]=[CH:16][N:17]=[C:18]([NH:19][C:20](=[O:22])[CH3:21])[C:13]=3[CH:12]=[CH:11]2)[CH2:7][C@H:6]1[CH2:23][OH:24])(=[O:3])[CH3:2].N1C=CC=CC=1.Cl[S:32]([NH2:35])(=[O:34])=[O:33]. The catalyst is C(C#N)(C)=O. The product is [C:1]([O:4][C@H:5]1[CH2:9][C@H:8]([N:10]2[C:14]3[N:15]=[CH:16][N:17]=[C:18]([NH:19][C:20](=[O:22])[CH3:21])[C:13]=3[CH:12]=[CH:11]2)[CH2:7][C@H:6]1[CH2:23][O:24][S:32]([NH2:35])(=[O:34])=[O:33])(=[O:3])[CH3:2]. (3) The reactants are [CH3:1][C:2]1[CH:7]=[CH:6][C:5]([C:8]2[CH:13]=[C:12]([N:14]3[C:22]4[C:17](=[CH:18][CH:19]=[CH:20][CH:21]=4)[CH2:16][C:15]3=[O:23])[CH:11]=[C:10]([C:24](O)=[O:25])[CH:9]=2)=[CH:4][CH:3]=1.[CH3:27][C:28]1[N:29]=[CH:30][C:31]([CH2:34][NH2:35])=[N:32][CH:33]=1.C1C=NC2N(O)N=NC=2C=1.CN1CCOCC1.CCN=C=NCCCN(C)C. The catalyst is CN(C=O)C. The product is [CH3:27][C:28]1[N:29]=[CH:30][C:31]([CH2:34][NH:35][C:24]([C:10]2[CH:9]=[C:8]([C:5]3[CH:4]=[CH:3][C:2]([CH3:1])=[CH:7][CH:6]=3)[CH:13]=[C:12]([N:14]3[C:22]4[C:17](=[CH:18][CH:19]=[CH:20][CH:21]=4)[CH2:16][C:15]3=[O:23])[CH:11]=2)=[O:25])=[N:32][CH:33]=1. The yield is 0.0500. (4) The yield is 0.680. The catalyst is C(O)C. The product is [F:1][C:2]1[CH:17]=[C:16]([O:18][CH2:19][C:20]2[CH:21]=[N:22][C:23]([O:26][CH3:27])=[CH:24][CH:25]=2)[C:15]([O:28][CH3:29])=[CH:14][C:3]=1[CH2:4][N:5]1[C:6]2[CH:11]=[CH:10][C:9]([I:12])=[CH:8][C:7]=2[N:13]=[CH:30]1. The reactants are [F:1][C:2]1[CH:17]=[C:16]([O:18][CH2:19][C:20]2[CH:21]=[N:22][C:23]([O:26][CH3:27])=[CH:24][CH:25]=2)[C:15]([O:28][CH3:29])=[CH:14][C:3]=1[CH2:4][NH:5][C:6]1[C:7]([NH2:13])=[CH:8][C:9]([I:12])=[CH:10][CH:11]=1.[C:30]1(C)C=CC(S(O)(=O)=O)=CC=1. (5) The reactants are [N:1]1[C:5]2[CH:6]=[CH:7][CH:8]=[CH:9][C:4]=2[NH:3][CH:2]=1.[H-].[Na+].[Cl:12][CH:13]=[C:14](Cl)[Cl:15]. The catalyst is CN(C=O)C. The product is [Cl:12][C:13]([N:1]1[C:5]2[CH:6]=[CH:7][CH:8]=[CH:9][C:4]=2[N:3]=[CH:2]1)=[CH:14][Cl:15]. The yield is 0.350. (6) The reactants are [CH3:1][O:2][C:3]1[CH:8]=[CH:7][CH:6]=[CH:5][C:4]=1[N:9]1[CH2:14][CH2:13][NH:12][CH2:11][CH2:10]1.C(N(C(C)C)CC)(C)C.Br[CH2:25][CH2:26][CH2:27][CH2:28][N:29]1[C:33](=[O:34])[C:32]2=[CH:35][CH:36]=[CH:37][CH:38]=[C:31]2[C:30]1=[O:39]. The catalyst is C(#N)C. The product is [CH3:1][O:2][C:3]1[CH:8]=[CH:7][CH:6]=[CH:5][C:4]=1[N:9]1[CH2:14][CH2:13][N:12]([CH2:25][CH2:26][CH2:27][CH2:28][N:29]2[C:33](=[O:34])[C:32]3[C:31](=[CH:38][CH:37]=[CH:36][CH:35]=3)[C:30]2=[O:39])[CH2:11][CH2:10]1. The yield is 0.840. (7) The reactants are [CH:1]([C:4]1[S:5][CH:6]=[C:7](/[CH:9]=[CH:10]\[C:11]2[C:12]([O:22][CH2:23][C:24]3[CH:49]=[CH:48][C:27]([O:28][CH2:29][C:30]4[N:31]=[C:32]([C:36]5[CH:41]=[CH:40][C:39]([CH2:42][C:43]([O:45]CC)=[O:44])=[CH:38][CH:37]=5)[O:33][C:34]=4[CH3:35])=[C:26]([O:50][CH3:51])[CH:25]=3)=[N:13][N:14]([C:16]3[CH:21]=[CH:20][CH:19]=[CH:18][CH:17]=3)[CH:15]=2)[N:8]=1)([CH3:3])[CH3:2].O1CCCC1.[OH-].[Na+].Cl. The catalyst is O.C(O)C. The product is [CH:1]([C:4]1[S:5][CH:6]=[C:7](/[CH:9]=[CH:10]\[C:11]2[C:12]([O:22][CH2:23][C:24]3[CH:49]=[CH:48][C:27]([O:28][CH2:29][C:30]4[N:31]=[C:32]([C:36]5[CH:37]=[CH:38][C:39]([CH2:42][C:43]([OH:45])=[O:44])=[CH:40][CH:41]=5)[O:33][C:34]=4[CH3:35])=[C:26]([O:50][CH3:51])[CH:25]=3)=[N:13][N:14]([C:16]3[CH:17]=[CH:18][CH:19]=[CH:20][CH:21]=3)[CH:15]=2)[N:8]=1)([CH3:3])[CH3:2]. The yield is 0.920. (8) The reactants are Br[C:2]1[C:3]([C:14]2[CH:19]=[CH:18][C:17]([CH3:20])=[CH:16][CH:15]=2)=[C:4]([CH3:13])[C:5]2[O:9][C:8]([CH3:11])([CH3:10])[CH2:7][C:6]=2[CH:12]=1.[C:21]1([N:27]2[CH2:32][CH2:31][NH:30][CH2:29][CH2:28]2)[CH:26]=[CH:25][CH:24]=[CH:23][CH:22]=1. The product is [CH3:10][C:8]1([CH3:11])[CH2:7][C:6]2[CH:12]=[C:2]([N:30]3[CH2:31][CH2:32][N:27]([C:21]4[CH:26]=[CH:25][CH:24]=[CH:23][CH:22]=4)[CH2:28][CH2:29]3)[C:3]([C:14]3[CH:19]=[CH:18][C:17]([CH3:20])=[CH:16][CH:15]=3)=[C:4]([CH3:13])[C:5]=2[O:9]1. The yield is 0.110. No catalyst specified.